From a dataset of Forward reaction prediction with 1.9M reactions from USPTO patents (1976-2016). Predict the product of the given reaction. Given the reactants [CH:1]1([C@H:7]([NH:41][C:42]([C:44]2[CH:49]=[N:48][CH:47]=[CH:46][N:45]=2)=[O:43])[C:8]([NH:10][C@@H:11]([C:37]([CH3:40])([CH3:39])[CH3:38])[C:12]([N:14]2[CH2:18][C@@H:17]3[CH2:19][CH2:20][CH2:21][C@@H:16]3[C@H:15]2[C:22]([NH:24][C@@H:25]([CH2:34][CH2:35][CH3:36])[CH:26]([OH:33])[C:27]([NH:29][CH:30]2[CH2:32][CH2:31]2)=[O:28])=[O:23])=[O:13])=[O:9])[CH2:6][CH2:5][CH2:4][CH2:3][CH2:2]1.CC(OI1(OC(C)=O)(OC(C)=O)OC(=O)C2C=CC=CC1=2)=O.CC1(C)N([O])C(C)(C)CCC1.Cl[O-].[Na+].S(=O)(O)[O-].[Na+], predict the reaction product. The product is: [CH:1]1([C@H:7]([NH:41][C:42]([C:44]2[CH:49]=[N:48][CH:47]=[CH:46][N:45]=2)=[O:43])[C:8]([NH:10][C@@H:11]([C:37]([CH3:38])([CH3:39])[CH3:40])[C:12]([N:14]2[CH2:18][C@@H:17]3[CH2:19][CH2:20][CH2:21][C@@H:16]3[C@H:15]2[C:22]([NH:24][C@@H:25]([CH2:34][CH2:35][CH3:36])[C:26](=[O:33])[C:27]([NH:29][CH:30]2[CH2:31][CH2:32]2)=[O:28])=[O:23])=[O:13])=[O:9])[CH2:6][CH2:5][CH2:4][CH2:3][CH2:2]1.